From a dataset of Full USPTO retrosynthesis dataset with 1.9M reactions from patents (1976-2016). Predict the reactants needed to synthesize the given product. (1) The reactants are: [CH3:1][C:2]1([C:9]2[CH:14]=[CH:13][CH:12]=[C:11]([C:15]([F:18])([F:17])[F:16])[CH:10]=2)[NH:6]C(=O)N[C:3]1=[O:8].Cl.[OH-:20].[Na+]. Given the product [NH2:6][C:2]([C:9]1[CH:14]=[CH:13][CH:12]=[C:11]([C:15]([F:18])([F:17])[F:16])[CH:10]=1)([CH3:1])[C:3]([OH:20])=[O:8], predict the reactants needed to synthesize it. (2) Given the product [Cl:1][C:2]1[CH:7]=[CH:6][C:5]([C:8]2[CH:13]=[CH:12][N:11]3[C:14](=[O:17])[N:15]([CH2:25][C:26]4[C:27]([CH2:36][CH3:37])=[N:28][C:29]([C:32]([F:35])([F:33])[F:34])=[CH:30][CH:31]=4)[N:16]=[C:10]3[C:9]=2[C:18]2[CH:19]=[CH:20][N:21]=[CH:22][CH:23]=2)=[CH:4][CH:3]=1, predict the reactants needed to synthesize it. The reactants are: [Cl:1][C:2]1[CH:7]=[CH:6][C:5]([C:8]2[CH:13]=[CH:12][N:11]3[C:14](=[O:17])[NH:15][N:16]=[C:10]3[C:9]=2[C:18]2[CH:23]=[CH:22][N:21]=[CH:20][CH:19]=2)=[CH:4][CH:3]=1.Cl[CH2:25][C:26]1[C:27]([CH2:36][CH3:37])=[N:28][C:29]([C:32]([F:35])([F:34])[F:33])=[CH:30][CH:31]=1.C([O-])([O-])=O.[K+].[K+]. (3) Given the product [NH2:1][C:2]1[N:7]=[C:6]([O:8][S:29]([C:32]([F:35])([F:34])[F:33])(=[O:31])=[O:30])[C:5]([F:9])=[C:4]([C:10]2[O:11][CH:12]=[CH:13][CH:14]=2)[N:3]=1, predict the reactants needed to synthesize it. The reactants are: [NH2:1][C:2]1[NH:7][C:6](=[O:8])[C:5]([F:9])=[C:4]([C:10]2[O:11][CH:12]=[CH:13][CH:14]=2)[N:3]=1.C(C1C=CC=C(C(C)(C)C)N=1)(C)(C)C.[S:29](O[S:29]([C:32]([F:35])([F:34])[F:33])(=[O:31])=[O:30])([C:32]([F:35])([F:34])[F:33])(=[O:31])=[O:30].